Dataset: Reaction yield outcomes from USPTO patents with 853,638 reactions. Task: Predict the reaction yield, written as a fraction of the theoretical maximum amount of product (1.0 means a 100% yield; for example, 0.34 means a 34% yield). (1) The reactants are Br[CH2:2][CH2:3][CH2:4][O:5][C:6]1[CH:10]=[C:9]([C:11]([NH:13][C:14]2[CH:19]=[CH:18][C:17]([F:20])=[C:16]([Cl:21])[CH:15]=2)=[O:12])[O:8][N:7]=1.[NH:22]1[CH2:26][CH2:25][CH2:24][CH2:23]1. The catalyst is O1CCCC1.CO. The product is [Cl:21][C:16]1[CH:15]=[C:14]([NH:13][C:11]([C:9]2[O:8][N:7]=[C:6]([O:5][CH2:4][CH2:3][CH2:2][N:22]3[CH2:26][CH2:25][CH2:24][CH2:23]3)[CH:10]=2)=[O:12])[CH:19]=[CH:18][C:17]=1[F:20]. The yield is 0.920. (2) The reactants are [Cl:1][C:2]1[CH:7]=[CH:6][C:5]([C:8]2[C:12]([CH2:13][O:14][C:15]3[CH:23]=[CH:22][C:18]([C:19]([OH:21])=O)=[CH:17][N:16]=3)=[CH:11][O:10][N:9]=2)=[CH:4][CH:3]=1.[NH2:24][CH2:25][CH:26]([OH:28])[CH3:27]. No catalyst specified. The product is [Cl:1][C:2]1[CH:3]=[CH:4][C:5]([C:8]2[C:12]([CH2:13][O:14][C:15]3[CH:23]=[CH:22][C:18]([C:19]([NH:24][CH2:25][CH:26]([OH:28])[CH3:27])=[O:21])=[CH:17][N:16]=3)=[CH:11][O:10][N:9]=2)=[CH:6][CH:7]=1. The yield is 0.430. (3) The reactants are [Cl:1][C:2]1[C:6]([N+:7]([O-])=O)=[CH:5][N:4]([C:10]2[CH:11]=[N:12][CH:13]=[CH:14][CH:15]=2)[N:3]=1.C(O)C.O.[Cl-].[NH4+]. The catalyst is [Fe].C(OCC)(=O)C. The product is [Cl:1][C:2]1[C:6]([NH2:7])=[CH:5][N:4]([C:10]2[CH:11]=[N:12][CH:13]=[CH:14][CH:15]=2)[N:3]=1. The yield is 0.990. (4) The reactants are [Br:1][C:2]1[CH:3]=[C:4]2[C:9](=[CH:10][CH:11]=1)[O:8][CH2:7][C:6]([CH3:13])([CH3:12])[C:5]2=[N:14][S:15]([C:17]([CH3:20])([CH3:19])[CH3:18])=[O:16].[CH:21]([Mg]Br)=[CH2:22]. The catalyst is C1COCC1. The product is [Br:1][C:2]1[CH:3]=[C:4]2[C:9](=[CH:10][CH:11]=1)[O:8][CH2:7][C:6]([CH3:12])([CH3:13])[C:5]2([NH:14][S:15]([C:17]([CH3:20])([CH3:19])[CH3:18])=[O:16])[CH:21]=[CH2:22]. The yield is 0.930. (5) The product is [O:25]1[CH2:24][CH2:23][CH:22]([C:15]2[C:16]3[C:21](=[CH:20][CH:19]=[CH:18][CH:17]=3)[N:13]([S:10]([C:7]3[CH:6]=[CH:5][C:4]([C:3]([OH:28])=[O:2])=[CH:9][CH:8]=3)(=[O:12])=[O:11])[CH:14]=2)[CH2:27][CH2:26]1. The catalyst is CO. The reactants are C[O:2][C:3](=[O:28])[C:4]1[CH:9]=[CH:8][C:7]([S:10]([N:13]2[C:21]3[C:16](=[CH:17][CH:18]=[CH:19][CH:20]=3)[C:15]([CH:22]3[CH2:27][CH2:26][O:25][CH2:24][CH2:23]3)=[CH:14]2)(=[O:12])=[O:11])=[CH:6][CH:5]=1.C1COCC1.[OH-].[Na+]. The yield is 0.980. (6) The reactants are C[Al](C)C.[NH2:5][C:6]1[NH:10][N:9]=[C:8]([CH2:11][CH2:12][C:13]2[CH:14]=[C:15]([CH:20]=[CH:21][CH:22]=2)[C:16]([NH:18][CH3:19])=[O:17])[CH:7]=1.[CH3:23][N:24]1[CH2:29][CH2:28][N:27]([C:30]2[CH:39]=[CH:38][C:33]([C:34](OC)=[O:35])=[CH:32][CH:31]=2)[CH2:26][CH2:25]1.Cl. The catalyst is C1(C)C=CC=CC=1.CO. The product is [CH3:19][NH:18][C:16]([C:15]1[CH:14]=[C:13]([CH2:12][CH2:11][C:8]2[CH:7]=[C:6]([NH:5][C:34](=[O:35])[C:33]3[CH:32]=[CH:31][C:30]([N:27]4[CH2:26][CH2:25][N:24]([CH3:23])[CH2:29][CH2:28]4)=[CH:39][CH:38]=3)[NH:10][N:9]=2)[CH:22]=[CH:21][CH:20]=1)=[O:17]. The yield is 0.326. (7) The reactants are Cl[C:2]1[N:3]=[C:4]2[C:9](=[CH:10][CH:11]=1)[N:8]=[CH:7][C:6]1[CH:12]=[CH:13][C:14](=[O:26])[N:15]([C:16]3[CH:21]=[CH:20][CH:19]=[C:18]([C:22]([F:25])([F:24])[F:23])[CH:17]=3)[C:5]2=1.CC1(C)C(C)(C)OB([C:35]2[CH:36]=[N:37][C:38]([NH2:41])=[N:39][CH:40]=2)O1.CC1(C)C(C)(C)OB(C2C=CC(N)=NC=2)O1. No catalyst specified. The product is [NH2:41][C:38]1[N:39]=[CH:40][C:35]([C:2]2[N:3]=[C:4]3[C:9](=[CH:10][CH:11]=2)[N:8]=[CH:7][C:6]2[CH:12]=[CH:13][C:14](=[O:26])[N:15]([C:16]4[CH:21]=[CH:20][CH:19]=[C:18]([C:22]([F:25])([F:24])[F:23])[CH:17]=4)[C:5]3=2)=[CH:36][N:37]=1. The yield is 0.427.